Regression. Given two drug SMILES strings and cell line genomic features, predict the synergy score measuring deviation from expected non-interaction effect. From a dataset of NCI-60 drug combinations with 297,098 pairs across 59 cell lines. (1) Drug 1: COC1=CC(=CC(=C1O)OC)C2C3C(COC3=O)C(C4=CC5=C(C=C24)OCO5)OC6C(C(C7C(O6)COC(O7)C8=CC=CS8)O)O. Drug 2: CC1=C(C(=CC=C1)Cl)NC(=O)C2=CN=C(S2)NC3=CC(=NC(=N3)C)N4CCN(CC4)CCO. Cell line: NCI-H522. Synergy scores: CSS=49.3, Synergy_ZIP=3.44, Synergy_Bliss=3.19, Synergy_Loewe=7.60, Synergy_HSA=9.17. (2) Cell line: HOP-92. Drug 2: COC1=CC(=CC(=C1O)OC)C2C3C(COC3=O)C(C4=CC5=C(C=C24)OCO5)OC6C(C(C7C(O6)COC(O7)C8=CC=CS8)O)O. Synergy scores: CSS=25.7, Synergy_ZIP=3.39, Synergy_Bliss=4.41, Synergy_Loewe=-3.37, Synergy_HSA=2.77. Drug 1: CC1C(C(CC(O1)OC2CC(CC3=C2C(=C4C(=C3O)C(=O)C5=C(C4=O)C(=CC=C5)OC)O)(C(=O)CO)O)N)O.Cl. (3) Drug 1: CN(C(=O)NC(C=O)C(C(C(CO)O)O)O)N=O. Drug 2: C1C(C(OC1N2C=NC3=C2NC=NCC3O)CO)O. Cell line: MDA-MB-231. Synergy scores: CSS=62.5, Synergy_ZIP=-1.14, Synergy_Bliss=-0.442, Synergy_Loewe=-0.338, Synergy_HSA=0.692. (4) Drug 1: CN(C)C1=NC(=NC(=N1)N(C)C)N(C)C. Drug 2: CC(C1=C(C=CC(=C1Cl)F)Cl)OC2=C(N=CC(=C2)C3=CN(N=C3)C4CCNCC4)N. Cell line: HS 578T. Synergy scores: CSS=-9.08, Synergy_ZIP=5.19, Synergy_Bliss=4.76, Synergy_Loewe=-6.01, Synergy_HSA=-3.39. (5) Drug 1: CC12CCC(CC1=CCC3C2CCC4(C3CC=C4C5=CN=CC=C5)C)O. Drug 2: CCC1(C2=C(COC1=O)C(=O)N3CC4=CC5=C(C=CC(=C5CN(C)C)O)N=C4C3=C2)O.Cl. Cell line: MALME-3M. Synergy scores: CSS=15.6, Synergy_ZIP=-4.59, Synergy_Bliss=2.60, Synergy_Loewe=-10.2, Synergy_HSA=2.01.